Dataset: Forward reaction prediction with 1.9M reactions from USPTO patents (1976-2016). Task: Predict the product of the given reaction. (1) Given the reactants [CH3:1][C:2]([CH3:7])=[CH:3][C:4](O)=[O:5].[Cl-].[Al+3].[Cl-].[Cl-].[CH:12]1[CH:17]=[CH:16][CH:15]=[CH:14][CH:13]=1, predict the reaction product. The product is: [CH3:1][C:2]1([CH3:7])[C:17]2[C:12](=[CH:13][CH:14]=[CH:15][CH:16]=2)[C:4](=[O:5])[CH2:3]1. (2) Given the reactants C[O-].[Na+].[N+](C(C)C)([O-])=[O:5].[Br:10][C:11]1[C:12]([CH3:20])=[N:13][C:14]([CH2:18]Br)=[CH:15][C:16]=1[CH3:17], predict the reaction product. The product is: [Br:10][C:11]1[C:16]([CH3:17])=[CH:15][C:14]([CH:18]=[O:5])=[N:13][C:12]=1[CH3:20]. (3) Given the reactants [Cl:1][C:2]1[N:3]=[C:4]([N:14]2[CH2:19][CH2:18][O:17][CH2:16][CH2:15]2)[C:5]2[S:10][C:9]([CH2:11][NH:12][CH3:13])=[CH:8][C:6]=2[N:7]=1.C(N(CC)CC)C.[C:27](Cl)(=[O:34])[C:28]1[CH:33]=[CH:32][CH:31]=[CH:30][CH:29]=1, predict the reaction product. The product is: [Cl:1][C:2]1[N:3]=[C:4]([N:14]2[CH2:19][CH2:18][O:17][CH2:16][CH2:15]2)[C:5]2[S:10][C:9]([CH2:11][N:12]([CH3:13])[C:27](=[O:34])[C:28]3[CH:33]=[CH:32][CH:31]=[CH:30][CH:29]=3)=[CH:8][C:6]=2[N:7]=1. (4) Given the reactants [F:1][C:2]1[CH:3]=[C:4]([CH:7]=[C:8]([F:19])[C:9]=1[O:10][C:11]1[N:15]([CH3:16])[N:14]=[C:13]([CH3:17])[C:12]=1I)[C:5]#[N:6].[Cl:20][C:21]1[CH:26]=[C:25]([F:27])[CH:24]=[CH:23][C:22]=1B(O)O.C(=O)([O-])[O-].[K+].[K+].O, predict the reaction product. The product is: [Cl:20][C:21]1[CH:26]=[C:25]([F:27])[CH:24]=[CH:23][C:22]=1[C:12]1[C:13]([CH3:17])=[N:14][N:15]([CH3:16])[C:11]=1[O:10][C:9]1[C:2]([F:1])=[CH:3][C:4]([C:5]#[N:6])=[CH:7][C:8]=1[F:19]. (5) Given the reactants [CH2:1]1[CH:5]2[CH:6]3[CH2:10][CH:9]=[CH:8][CH:7]3[CH:3]([CH2:4]2)[CH2:2]1.[C:11]1(C)C=CC=C[CH:12]=1.C([Al](CC(C)C)CC(C)C)C(C)C.C=C, predict the reaction product. The product is: [CH2:2]1[CH:3]2[CH:7]3[CH2:8][CH:9]=[CH:10][CH:6]3[CH:5]([CH2:4]2)[CH2:1]1.[CH2:11]=[CH2:12]. (6) Given the reactants [CH2:1]([N:3]([CH2:20]C)[CH2:4][C:5]([C:14]1[CH:19]=[CH:18][CH:17]=[CH:16][CH:15]=1)([C:8]1[CH:13]=[CH:12][CH:11]=[CH:10][CH:9]=1)[CH2:6][NH2:7])[CH3:2].[CH3:22][O:23]CCNC, predict the reaction product. The product is: [CH3:22][O:23][CH2:2][CH2:1][N:3]([CH3:20])[CH2:4][C:5]([C:14]1[CH:19]=[CH:18][CH:17]=[CH:16][CH:15]=1)([C:8]1[CH:13]=[CH:12][CH:11]=[CH:10][CH:9]=1)[CH2:6][NH2:7]. (7) The product is: [C:1]([O:5][C:6]([N:8]1[CH2:9][CH2:10][N:11]([C:14]2[C:15]3[CH:25]=[C:24]([CH2:26][CH3:27])[S:23][C:16]=3[N:17]=[C:18]([C:20]#[N:21])[N:19]=2)[CH2:12][CH2:13]1)=[O:7])([CH3:4])([CH3:3])[CH3:2]. Given the reactants [C:1]([O:5][C:6]([N:8]1[CH2:13][CH2:12][N:11]([C:14]2[C:15]3[CH:25]=[C:24]([CH2:26][CH3:27])[S:23][C:16]=3[N:17]=[C:18]([C:20](=O)[NH2:21])[N:19]=2)[CH2:10][CH2:9]1)=[O:7])([CH3:4])([CH3:3])[CH3:2].C(N(C(C)C)CC)(C)C.FC(F)(F)C(OC(=O)C(F)(F)F)=O.C(OCC)(=O)C.CCCCCC, predict the reaction product. (8) Given the reactants [Cl:1][C:2]1[CH:26]=[CH:25][C:5]([C:6]([C:8]2[CH:13]=[CH:12][CH:11]=[CH:10][C:9]=2[C:14]2[C:15]3[CH:24]=[CH:23][NH:22][C:16]=3[C:17](=[O:21])[N:18]([CH3:20])[CH:19]=2)=[O:7])=[CH:4][CH:3]=1.FC(F)(F)CS(NC1C=CC(OC2CCCOC2)=C(C2C3C=CNC=3C(=O)N(C)C=2)C=1)(=O)=O, predict the reaction product. The product is: [Cl:1][C:2]1[CH:26]=[CH:25][C:5]([CH:6]([OH:7])[C:8]2[CH:13]=[CH:12][CH:11]=[CH:10][C:9]=2[C:14]2[C:15]3[CH:24]=[CH:23][NH:22][C:16]=3[C:17](=[O:21])[N:18]([CH3:20])[CH:19]=2)=[CH:4][CH:3]=1. (9) Given the reactants I[C:2]1[CH:7]=[CH:6][C:5]([C:8]2[N:9]([C:19]3[CH:20]=[N:21][C:22]([CH3:25])=[CH:23][CH:24]=3)[CH:10]=[C:11]([C:13]3[CH:18]=[CH:17][CH:16]=[CH:15][N:14]=3)[N:12]=2)=[CH:4][CH:3]=1.[N:26]1[C:31]2[NH:32][CH:33]=[CH:34][C:30]=2[CH:29]=[N:28][CH:27]=1.[O-]P([O-])([O-])=O.[K+].[K+].[K+].CN(C)[C@@H]1CCCC[C@H]1N, predict the reaction product. The product is: [CH3:25][C:22]1[N:21]=[CH:20][C:19]([N:9]2[CH:10]=[C:11]([C:13]3[CH:18]=[CH:17][CH:16]=[CH:15][N:14]=3)[N:12]=[C:8]2[C:5]2[CH:6]=[CH:7][C:2]([N:32]3[C:31]4[N:26]=[CH:27][N:28]=[CH:29][C:30]=4[CH:34]=[CH:33]3)=[CH:3][CH:4]=2)=[CH:24][CH:23]=1.